This data is from Full USPTO retrosynthesis dataset with 1.9M reactions from patents (1976-2016). The task is: Predict the reactants needed to synthesize the given product. (1) Given the product [NH:36]1[CH2:35][CH2:34][N:33]=[C:32]1[NH:1][C:2]1[CH:3]=[CH:4][C:5]([CH2:8][CH2:9][C:10]2[N:11]=[C:12]([NH:26][C:27](=[O:29])[CH3:28])[S:13][C:14]=2[CH2:15][C:16]2[CH:21]=[CH:20][C:19]([S:22]([CH3:25])(=[O:24])=[O:23])=[CH:18][CH:17]=2)=[CH:6][CH:7]=1, predict the reactants needed to synthesize it. The reactants are: [NH2:1][C:2]1[CH:7]=[CH:6][C:5]([CH2:8][CH2:9][C:10]2[N:11]=[C:12]([NH:26][C:27](=[O:29])[CH3:28])[S:13][C:14]=2[CH2:15][C:16]2[CH:21]=[CH:20][C:19]([S:22]([CH3:25])(=[O:24])=[O:23])=[CH:18][CH:17]=2)=[CH:4][CH:3]=1.CS[C:32]1[N:33](C(OCC)=O)[CH2:34][CH2:35][N:36]=1.C([O-])(O)=O.[Na+]. (2) The reactants are: [CH2:1]([O:3][C:4]([C:6]1([C:9]2[CH:14]=[CH:13][C:12]([C:15]3[CH:20]=[CH:19][C:18]([C:21]4[S:22][C:23]([Cl:29])=[CH:24][C:25]=4C(=O)N)=[CH:17][CH:16]=3)=[CH:11][CH:10]=2)[CH2:8][CH2:7]1)=[O:5])[CH3:2].[N:30]1[CH:35]=CC=CC=1.FC(F)(F)C(OI(C1C=CC=CC=1)OC(=O)C(F)(F)F)=[O:39].[F:57][C:58]1[CH:59]=[C:60]([C@H:65]([OH:67])[CH3:66])[CH:61]=[CH:62][C:63]=1[F:64]. Given the product [CH2:1]([O:3][C:4]([C:6]1([C:9]2[CH:10]=[CH:11][C:12]([C:15]3[CH:16]=[CH:17][C:18]([C:21]4[S:22][C:23]([Cl:29])=[CH:24][C:25]=4[NH:30][C:35]([O:67][C@@H:65]([C:60]4[CH:61]=[CH:62][C:63]([F:64])=[C:58]([F:57])[CH:59]=4)[CH3:66])=[O:39])=[CH:19][CH:20]=3)=[CH:13][CH:14]=2)[CH2:8][CH2:7]1)=[O:5])[CH3:2], predict the reactants needed to synthesize it. (3) Given the product [Cl:8][C:5]1[S:4][C:3]([NH:2][S:24]([C:19]2[CH:20]=[CH:21][C:22]([F:23])=[C:17]([C:15]#[N:16])[CH:18]=2)(=[O:25])=[O:26])=[N:7][CH:6]=1, predict the reactants needed to synthesize it. The reactants are: Cl.[NH2:2][C:3]1[S:4][C:5]([Cl:8])=[CH:6][N:7]=1.N1C=CC=CC=1.[C:15]([C:17]1[CH:18]=[C:19]([S:24](Cl)(=[O:26])=[O:25])[CH:20]=[CH:21][C:22]=1[F:23])#[N:16].Cl. (4) Given the product [Cl:25][C:26]1[CH:30]=[CH:29][S:28][C:27]=1[C:5]1[CH:6]=[CH:7][C:8]([C:10]2[S:11][CH:12]=[C:13]([C:15]3[CH:20]=[CH:19][C:18]([Cl:21])=[C:17]([Cl:22])[CH:16]=3)[N:14]=2)=[CH:9][C:4]=1[C:3]([OH:2])=[O:24], predict the reactants needed to synthesize it. The reactants are: C[O:2][C:3](=[O:24])[C:4]1[CH:9]=[C:8]([C:10]2[S:11][CH:12]=[C:13]([C:15]3[CH:20]=[CH:19][C:18]([Cl:21])=[C:17]([Cl:22])[CH:16]=3)[N:14]=2)[CH:7]=[CH:6][C:5]=1Br.[Cl:25][C:26]1[CH:30]=[CH:29][S:28][C:27]=1B(O)O. (5) Given the product [Cl:1][C:2]1[CH:3]=[C:4]([CH:19]=[CH:20][C:21]=1[Cl:22])[CH2:5][N:6]1[CH2:7][CH2:8][N:9]([C:12]2[CH:17]=[CH:16][CH:15]=[CH:14][C:13]=2[NH:18][C:28](=[O:29])[C:27]2[CH:31]=[CH:32][C:24]([CH3:23])=[CH:25][CH:26]=2)[CH2:10][CH2:11]1, predict the reactants needed to synthesize it. The reactants are: [Cl:1][C:2]1[CH:3]=[C:4]([CH:19]=[CH:20][C:21]=1[Cl:22])[CH2:5][N:6]1[CH2:11][CH2:10][N:9]([C:12]2[CH:17]=[CH:16][CH:15]=[CH:14][C:13]=2[NH2:18])[CH2:8][CH2:7]1.[CH3:23][C:24]1[CH:32]=[CH:31][C:27]([C:28](Cl)=[O:29])=[CH:26][CH:25]=1. (6) Given the product [Cl:1][C:2]1[N:3]([C:18]2[C:23]([F:24])=[CH:22][C:21]([F:25])=[CH:20][C:19]=2[Cl:26])[C:4]([C:8]([C:10]2[CH:15]=[CH:14][C:13]([F:16])=[CH:12][C:11]=2[F:17])([CH3:27])[OH:9])=[C:5]([CH3:7])[N:6]=1, predict the reactants needed to synthesize it. The reactants are: [Cl:1][C:2]1[N:3]([C:18]2[C:23]([F:24])=[CH:22][C:21]([F:25])=[CH:20][C:19]=2[Cl:26])[C:4]([C:8]([C:10]2[CH:15]=[CH:14][C:13]([F:16])=[CH:12][C:11]=2[F:17])=[O:9])=[C:5]([CH3:7])[N:6]=1.[CH3:27][Li].